Task: Predict the product of the given reaction.. Dataset: Forward reaction prediction with 1.9M reactions from USPTO patents (1976-2016) (1) Given the reactants [C:1]1([CH2:13][OH:14])[C:10]2[C:5](=[CH:6][CH:7]=[CH:8][C:9]=2[CH2:11]O)[CH:4]=[CH:3][CH:2]=1, predict the reaction product. The product is: [CH2:11]1[C:9]2[C:10]3[C:5](=[CH:4][CH:3]=[CH:2][C:1]=3[CH2:13][O:14]1)[CH:6]=[CH:7][CH:8]=2. (2) Given the reactants [CH2:1]([NH:3][C:4]1[CH:9]=[CH:8][CH:7]=[C:6]([O:10][CH:11]2[CH2:16][CH2:15][N:14]([CH3:17])[CH2:13][CH2:12]2)[N:5]=1)[CH3:2].C(N(CC)CC)C.[F:25][C:26]1[CH:34]=[C:33]([F:35])[CH:32]=[C:31]([F:36])[C:27]=1[C:28](Cl)=[O:29], predict the reaction product. The product is: [F:25][C:26]1[CH:34]=[C:33]([F:35])[CH:32]=[C:31]([F:36])[C:27]=1[C:28]([N:3]([CH2:1][CH3:2])[C:4]1[CH:9]=[CH:8][CH:7]=[C:6]([O:10][CH:11]2[CH2:16][CH2:15][N:14]([CH3:17])[CH2:13][CH2:12]2)[N:5]=1)=[O:29]. (3) Given the reactants Br[C:2]1[CH:3]=[CH:4][C:5]2[C:11]3[S:12][C:13]([C:15]([N:17]([C:19]4[CH:24]=[CH:23][CH:22]=[CH:21][C:20]=4[Cl:25])[CH3:18])=[O:16])=[CH:14][C:10]=3[CH2:9][CH2:8][O:7][C:6]=2[CH:26]=1.[C:27]([C:29]1[CH:30]=[C:31](B(O)O)[CH:32]=[CH:33][CH:34]=1)#[N:28], predict the reaction product. The product is: [Cl:25][C:20]1[CH:21]=[CH:22][CH:23]=[CH:24][C:19]=1[N:17]([CH3:18])[C:15]([C:13]1[S:12][C:11]2[C:5]3[CH:4]=[CH:3][C:2]([C:33]4[CH:32]=[CH:31][CH:30]=[C:29]([C:27]#[N:28])[CH:34]=4)=[CH:26][C:6]=3[O:7][CH2:8][CH2:9][C:10]=2[CH:14]=1)=[O:16]. (4) The product is: [O:24]=[S:2]1(=[O:1])[CH2:7][CH2:6][N:5]([C:8]2[C:9]([F:23])=[CH:10][C:11]([N:15]3[CH2:16][C@H:17]([C:18]([O:20][CH3:21])=[O:19])[O:22][C:32]3=[O:33])=[CH:12][C:13]=2[F:14])[CH2:4][CH2:3]1. Given the reactants [O:1]=[S:2]1(=[O:24])[CH2:7][CH2:6][N:5]([C:8]2[C:13]([F:14])=[CH:12][C:11]([NH:15][CH2:16][C@@H:17]([OH:22])[C:18]([O:20][CH3:21])=[O:19])=[CH:10][C:9]=2[F:23])[CH2:4][CH2:3]1.C(N(CC)CC)C.[C:32](Cl)(Cl)=[O:33], predict the reaction product.